The task is: Predict which catalyst facilitates the given reaction.. This data is from Catalyst prediction with 721,799 reactions and 888 catalyst types from USPTO. (1) Reactant: [O:1]=[C:2]([C:18]1[CH:23]=[CH:22][CH:21]=[CH:20][CH:19]=1)[CH2:3][CH2:4][CH2:5][CH2:6][N:7]1[C:15](=[O:16])[C:14]2[C:9](=[CH:10][CH:11]=[CH:12][CH:13]=2)[C:8]1=[O:17].CCCCCCC.CO. Product: [OH:1][C@H:2]([C:18]1[CH:23]=[CH:22][CH:21]=[CH:20][CH:19]=1)[CH2:3][CH2:4][CH2:5][CH2:6][N:7]1[C:8](=[O:17])[C:9]2[C:14](=[CH:13][CH:12]=[CH:11][CH:10]=2)[C:15]1=[O:16]. The catalyst class is: 7. (2) Reactant: C[Si](C)(C)[O:3][C:4]1[CH2:9][CH2:8][N:7]([C:10]([O:12][C:13]([CH3:16])([CH3:15])[CH3:14])=[O:11])[CH2:6][CH:5]=1.[B-](F)(F)(F)[F:20].[B-](F)(F)(F)F.C1[N+]2(CCl)CC[N+](F)(CC2)C1. Product: [F:20][CH:9]1[C:4](=[O:3])[CH2:5][CH2:6][N:7]([C:10]([O:12][C:13]([CH3:16])([CH3:15])[CH3:14])=[O:11])[CH2:8]1. The catalyst class is: 115. (3) Reactant: Cl.[Br:2][C:3]1[S:7][C:6]2=[N:8][C:9]([NH2:11])=[CH:10][N:5]2[CH:4]=1.[C:12]([O:16][C:17]([NH:19][C@H:20]([C:31]1[CH:36]=[CH:35][CH:34]=[CH:33][CH:32]=1)[C:21]([N:23]1[CH2:27][CH2:26][CH2:25][C@H:24]1[C:28](O)=[O:29])=[O:22])=[O:18])([CH3:15])([CH3:14])[CH3:13].CN(C(ON1N=NC2C=CC=NC1=2)=[N+](C)C)C.F[P-](F)(F)(F)(F)F. Product: [C:12]([O:16][C:17](=[O:18])[NH:19][C@@H:20]([C:31]1[CH:32]=[CH:33][CH:34]=[CH:35][CH:36]=1)[C:21]([N:23]1[CH2:27][CH2:26][CH2:25][C@@H:24]1[C:28](=[O:29])[NH:11][C:9]1[N:8]=[C:6]2[N:5]([CH:10]=1)[CH:4]=[C:3]([Br:2])[S:7]2)=[O:22])([CH3:15])([CH3:13])[CH3:14]. The catalyst class is: 9. (4) Reactant: C(OC([N:8]1[CH2:13][CH2:12][N:11]([CH2:14][C:15]2[CH:20]=[C:19]([O:21][Si:22]([C:35]([CH3:38])([CH3:37])[CH3:36])([C:29]3[CH:34]=[CH:33][CH:32]=[CH:31][CH:30]=3)[C:23]3[CH:28]=[CH:27][CH:26]=[CH:25][CH:24]=3)[CH:18]=[CH:17][C:16]=2[Br:39])[C:10](=[O:40])[CH2:9]1)=O)(C)(C)C.FC(F)(F)C(O)=O.C(=O)(O)[O-].[Na+]. Product: [Br:39][C:16]1[CH:17]=[CH:18][C:19]([O:21][Si:22]([C:35]([CH3:38])([CH3:37])[CH3:36])([C:23]2[CH:28]=[CH:27][CH:26]=[CH:25][CH:24]=2)[C:29]2[CH:34]=[CH:33][CH:32]=[CH:31][CH:30]=2)=[CH:20][C:15]=1[CH2:14][N:11]1[CH2:12][CH2:13][NH:8][CH2:9][C:10]1=[O:40]. The catalyst class is: 2. (5) Reactant: [Cl:1][CH2:2][CH2:3][CH2:4][O:5][C:6]1[CH:11]=[CH:10][CH:9]=[C:8]([CH2:12][S:13]([C:16]2[C:25]3[C:20](=[CH:21][CH:22]=[CH:23][CH:24]=3)[CH:19]=[CH:18][CH:17]=2)(=[O:15])=[O:14])[C:7]=1[NH2:26].Cl.[N:28]([O-])=O.[Na+].C(=O)(O)[O-].[Na+]. The catalyst class is: 20. Product: [Cl:1][CH2:2][CH2:3][CH2:4][O:5][C:6]1[CH:11]=[CH:10][CH:9]=[C:8]2[C:7]=1[NH:26][N:28]=[C:12]2[S:13]([C:16]1[C:25]2[C:20](=[CH:21][CH:22]=[CH:23][CH:24]=2)[CH:19]=[CH:18][CH:17]=1)(=[O:15])=[O:14]. (6) Reactant: [C:1]([O:4][CH:5]1[C:9]2=[N:10][CH:11]=[C:12]([NH2:37])[C:13]([N:14]3[CH2:19][C@H:18]([CH3:20])[C@@H:17]([O:21][Si:22]([C:25]([CH3:28])([CH3:27])[CH3:26])([CH3:24])[CH3:23])[C@H:16]([NH:29][C:30]([O:32][C:33]([CH3:36])([CH3:35])[CH3:34])=[O:31])[CH2:15]3)=[C:8]2[CH2:7][CH2:6]1)(=[O:3])[CH3:2].[F:38][C:39]1[CH:44]=[C:43]([CH2:45][O:46][CH3:47])[CH:42]=[C:41]([F:48])[C:40]=1[C:49]1[N:54]=[C:53]([C:55](O)=[O:56])[CH:52]=[CH:51][C:50]=1[F:58].CN(C(ON1N=NC2C=CC=NC1=2)=[N+](C)C)C.F[P-](F)(F)(F)(F)F.CCN(C(C)C)C(C)C. Product: [C:1]([O:4][CH:5]1[C:9]2=[N:10][CH:11]=[C:12]([NH:37][C:55]([C:53]3[CH:52]=[CH:51][C:50]([F:58])=[C:49]([C:40]4[C:39]([F:38])=[CH:44][C:43]([CH2:45][O:46][CH3:47])=[CH:42][C:41]=4[F:48])[N:54]=3)=[O:56])[C:13]([N:14]3[CH2:19][C@H:18]([CH3:20])[C@@H:17]([O:21][Si:22]([C:25]([CH3:27])([CH3:26])[CH3:28])([CH3:24])[CH3:23])[C@H:16]([NH:29][C:30]([O:32][C:33]([CH3:36])([CH3:35])[CH3:34])=[O:31])[CH2:15]3)=[C:8]2[CH2:7][CH2:6]1)(=[O:3])[CH3:2]. The catalyst class is: 3. (7) Reactant: C([O:5][C:6]([N:8]1[CH2:12][CH2:11][CH2:10][C@H:9]1[C:13]1[NH:14][C:15]([C:18]2[CH:52]=[CH:51][C:21]3[C:22]4[CH:32]=[CH:31][C:30]([C:33]5[NH:37][C:36]([C@@H:38]6[CH2:42][CH2:41][CH2:40][N:39]6[C:43]([O:45]C(C)(C)C)=O)=[N:35][C:34]=5[Cl:50])=[CH:29][C:23]=4[O:24][CH2:25][CH2:26][CH2:27][O:28][C:20]=3[CH:19]=2)=[CH:16][N:17]=1)=O)(C)(C)C.FC(F)(F)[C:55]([OH:57])=[O:56].C(N([CH:66]([CH3:68])[CH3:67])CC)(C)C.O.[N:70]1(O)[C:74]2C=CC=CC=2N=N1.[CH3:80]CN=C=NCCCN(C)C.Cl.[CH3:92][O:93][C:94]([NH:96][C@@H:97]([CH:101]([CH3:103])[CH3:102])C(O)=O)=[O:95]. Product: [CH3:80][O:57][C:55]([NH:70][C@@H:74]([CH:66]([CH3:67])[CH3:68])[C:6]([N:8]1[CH2:12][CH2:11][CH2:10][C@H:9]1[C:13]1[NH:14][C:15]([C:18]2[CH:52]=[CH:51][C:21]3[C:22]4[CH:32]=[CH:31][C:30]([C:33]5[NH:37][C:36]([C@@H:38]6[CH2:42][CH2:41][CH2:40][N:39]6[C:43](=[O:45])[C@@H:97]([NH:96][C:94](=[O:95])[O:93][CH3:92])[CH:101]([CH3:103])[CH3:102])=[N:35][C:34]=5[Cl:50])=[CH:29][C:23]=4[O:24][CH2:25][CH2:26][CH2:27][O:28][C:20]=3[CH:19]=2)=[CH:16][N:17]=1)=[O:5])=[O:56]. The catalyst class is: 2.